From a dataset of Reaction yield outcomes from USPTO patents with 853,638 reactions. Predict the reaction yield, written as a fraction of the theoretical maximum amount of product (1.0 means a 100% yield; for example, 0.34 means a 34% yield). (1) The reactants are [O:1]1[C:5]2[CH:6]=[CH:7][CH:8]=[CH:9][C:4]=2[CH:3]=[C:2]1[C:10]1[N:19]=[C:18](Cl)[C:17]2[C:12](=[CH:13][CH:14]=[CH:15][CH:16]=2)[N:11]=1.[CH3:21][N:22]1[CH2:27][CH2:26][N:25]([CH2:28][CH2:29][CH2:30][NH2:31])[CH2:24][CH2:23]1. The catalyst is O1CCOCC1. The product is [O:1]1[C:5]2[CH:6]=[CH:7][CH:8]=[CH:9][C:4]=2[CH:3]=[C:2]1[C:10]1[N:19]=[C:18]([NH:31][CH2:30][CH2:29][CH2:28][N:25]2[CH2:24][CH2:23][N:22]([CH3:21])[CH2:27][CH2:26]2)[C:17]2[C:12](=[CH:13][CH:14]=[CH:15][CH:16]=2)[N:11]=1. The yield is 0.660. (2) The reactants are [CH3:1][O:2][C:3](=[O:15])[CH2:4][CH2:5][C:6]1[CH:11]=[CH:10][C:9]([CH2:12]Cl)=[CH:8][C:7]=1[CH3:14].[N-:16]=[N+:17]=[N-:18].[Na+].O. The catalyst is CN(C=O)C. The product is [CH3:1][O:2][C:3](=[O:15])[CH2:4][CH2:5][C:6]1[CH:11]=[CH:10][C:9]([CH2:12][N:16]=[N+:17]=[N-:18])=[CH:8][C:7]=1[CH3:14]. The yield is 0.910. (3) The product is [ClH:37].[NH2:24][C:19]1[CH:20]=[CH:21][CH:22]=[CH:23][C:18]=1[CH2:17][N:11]1[C:12]([CH3:15])([CH3:16])[C:13](=[O:14])[N:9]([C:6]2[CH:7]=[CH:8][C:3]([C:1]#[N:2])=[C:4]([C:33]([F:36])([F:35])[F:34])[CH:5]=2)[C:10]1=[O:32]. The catalyst is C(OCC)(=O)C.C(OCC)C. The reactants are [C:1]([C:3]1[CH:8]=[CH:7][C:6]([N:9]2[C:13](=[O:14])[C:12]([CH3:16])([CH3:15])[N:11]([CH2:17][C:18]3[CH:23]=[CH:22][CH:21]=[CH:20][C:19]=3[NH:24]C(=O)OC(C)(C)C)[C:10]2=[O:32])=[CH:5][C:4]=1[C:33]([F:36])([F:35])[F:34])#[N:2].[ClH:37]. The yield is 1.00.